From a dataset of Reaction yield outcomes from USPTO patents with 853,638 reactions. Predict the reaction yield, written as a fraction of the theoretical maximum amount of product (1.0 means a 100% yield; for example, 0.34 means a 34% yield). (1) The product is [C:5]([O:4][CH2:1][CH2:2][CH2:11][NH:12][C:13]([NH:15][C:16]1[S:20][N:19]=[C:18]([C:21]2[CH:22]=[CH:23][C:24]([N+:27]([O-:29])=[O:28])=[CH:25][CH:26]=2)[C:17]=1[C:30]([NH2:32])=[O:31])=[O:14])(=[O:7])[CH3:6]. The reactants are [C:1]([O:4][C:5](=[O:7])[CH3:6])(=O)[CH3:2].OCC[CH2:11][NH:12][C:13]([NH:15][C:16]1[S:20][N:19]=[C:18]([C:21]2[CH:26]=[CH:25][C:24]([N+:27]([O-:29])=[O:28])=[CH:23][CH:22]=2)[C:17]=1[C:30]([NH2:32])=[O:31])=[O:14]. The catalyst is N1C=CC=CC=1. The yield is 0.920. (2) The reactants are [Si]([O:8][C@H:9]1[CH2:14][CH2:13][C@H:12]2[C@H:15]3[C@H:25]([CH2:26][CH2:27][C@:10]12[CH3:11])[C@:23]1([CH3:24])[C@H:18]([CH2:19][C:20](=[O:28])[CH2:21][CH2:22]1)[CH2:17][C@H:16]3[CH2:29][CH2:30][CH2:31][C:32]1[CH:37]=[C:36]([O:38][CH2:39][CH2:40][CH2:41][C:42]([N:44]([CH3:46])[CH3:45])=[O:43])[CH:35]=[C:34]([OH:47])[CH:33]=1)(C(C)(C)C)(C)C.O. The catalyst is CC(C)=O.Cl. The product is [OH:8][C@H:9]1[CH2:14][CH2:13][C@H:12]2[C@H:15]3[C@H:25]([CH2:26][CH2:27][C@:10]12[CH3:11])[C@:23]1([CH3:24])[C@H:18]([CH2:19][C:20](=[O:28])[CH2:21][CH2:22]1)[CH2:17][C@H:16]3[CH2:29][CH2:30][CH2:31][C:32]1[CH:37]=[C:36]([O:38][CH2:39][CH2:40][CH2:41][C:42]([N:44]([CH3:46])[CH3:45])=[O:43])[CH:35]=[C:34]([OH:47])[CH:33]=1. The yield is 0.650. (3) The reactants are O=[C:2]([C:15]1[CH:20]=[CH:19][CH:18]=[CH:17][CH:16]=1)[CH2:3][CH:4]1[C:13]2[C:8](=[CH:9][CH:10]=[CH:11][CH:12]=2)[CH2:7][CH2:6][C:5]1=O.[NH2:21][C:22]1[CH:30]=[C:26]([C:27]([OH:29])=[O:28])[C:25]([OH:31])=[CH:24][CH:23]=1. The catalyst is C(O)(=O)C. The product is [OH:31][C:25]1[CH:24]=[CH:23][C:22]([N:21]2[C:5]3[CH2:6][CH2:7][C:8]4[CH:9]=[CH:10][CH:11]=[CH:12][C:13]=4[C:4]=3[CH:3]=[C:2]2[C:15]2[CH:20]=[CH:19][CH:18]=[CH:17][CH:16]=2)=[CH:30][C:26]=1[CH:27]([OH:29])[OH:28]. The yield is 0.500. (4) The reactants are [CH2:1]([O:3][C:4](=[O:18])[C:5]([C:16]#[N:17])([CH3:15])[C:6]1[CH:11]=[CH:10][C:9]([N+:12]([O-])=O)=[CH:8][CH:7]=1)[CH3:2]. The catalyst is CO.[Pd]. The product is [CH2:1]([O:3][C:4](=[O:18])[C:5]([C:6]1[CH:7]=[CH:8][C:9]([NH2:12])=[CH:10][CH:11]=1)([C:16]#[N:17])[CH3:15])[CH3:2]. The yield is 0.820.